This data is from Reaction yield outcomes from USPTO patents with 853,638 reactions. The task is: Predict the reaction yield, written as a fraction of the theoretical maximum amount of product (1.0 means a 100% yield; for example, 0.34 means a 34% yield). (1) The reactants are [F:1][C:2]1[CH:17]=[C:16]([C:18]2[C:19]3[C:20]4[CH:33]=[CH:32][S:31][C:21]=4[C:22](=[O:30])[NH:23][C:24]=3[CH:25]=[CH:26][C:27]=2[O:28][CH3:29])[CH:15]=[CH:14][C:3]=1[CH2:4][CH2:5][NH:6][C:7](=[O:13])[O:8][C:9]([CH3:12])([CH3:11])[CH3:10].C1C(=O)N([Cl:41])C(=O)C1. No catalyst specified. The product is [Cl:41][C:25]1[C:24]2[NH:23][C:22](=[O:30])[C:21]3[S:31][CH:32]=[CH:33][C:20]=3[C:19]=2[C:18]([C:16]2[CH:15]=[CH:14][C:3]([CH2:4][CH2:5][NH:6][C:7](=[O:13])[O:8][C:9]([CH3:12])([CH3:11])[CH3:10])=[C:2]([F:1])[CH:17]=2)=[C:27]([O:28][CH3:29])[CH:26]=1. The yield is 0.460. (2) The reactants are C1(=O)NC(=O)C2=CC=CC=C12.O=C1C2C(=CC=CC=2)C(=O)[N:14]1[CH2:23][CH2:24][O:25][C:26]1[CH:31]=[CH:30][C:29]([C:32](=[O:43])[NH:33][C:34]2([C:37]3[CH:42]=[CH:41][CH:40]=[CH:39][CH:38]=3)[CH2:36][CH2:35]2)=[CH:28][C:27]=1[C:44]1[CH:45]=[CH:46][C:47]2[O:51][C:50]([C:52]3[CH:57]=[CH:56][C:55]([F:58])=[CH:54][CH:53]=3)=[C:49]([C:59]([NH:61][CH3:62])=[O:60])[C:48]=2[CH:63]=1.NN.C(O)(C(F)(F)F)=O. The catalyst is CO.O. The product is [NH2:14][CH2:23][CH2:24][O:25][C:26]1[CH:31]=[CH:30][C:29]([C:32](=[O:43])[NH:33][C:34]2([C:37]3[CH:42]=[CH:41][CH:40]=[CH:39][CH:38]=3)[CH2:35][CH2:36]2)=[CH:28][C:27]=1[C:44]1[CH:45]=[CH:46][C:47]2[O:51][C:50]([C:52]3[CH:53]=[CH:54][C:55]([F:58])=[CH:56][CH:57]=3)=[C:49]([C:59]([NH:61][CH3:62])=[O:60])[C:48]=2[CH:63]=1. The yield is 0.140. (3) The reactants are C(OC([N:8]1[CH2:13][CH2:12][CH:11]([CH2:14][O:15][C:16]2[CH:25]=[CH:24][CH:23]=[C:22]3[C:17]=2[C:18]([NH2:27])=[N:19][C:20]([NH2:26])=[N:21]3)[CH2:10][CH2:9]1)=O)(C)(C)C.Cl. The catalyst is O1CCOCC1. The product is [NH:8]1[CH2:13][CH2:12][CH:11]([CH2:14][O:15][C:16]2[CH:25]=[CH:24][CH:23]=[C:22]3[C:17]=2[C:18]([NH2:27])=[N:19][C:20]([NH2:26])=[N:21]3)[CH2:10][CH2:9]1. The yield is 0.750. (4) The reactants are [N+:1]([C:4]1[CH:12]=[CH:11][C:7](C(O)=O)=[CH:6][CH:5]=1)([O-:3])=[O:2].[N:13]1[CH:18]=[CH:17][C:16]([NH:19][C:20]2[CH:25]=[CH:24][CH:23]=[C:22](N)[CH:21]=2)=[CH:15][CH:14]=1.[N:27]1[CH:32]=CC=CC=1.[O:33]=S(Cl)Cl. The catalyst is CN(C=O)C.O1CCOCC1. The product is [N+:1]([C:4]1[CH:5]=[CH:6][C:7]([NH:27][C:32](=[O:33])[C:22]2[CH:23]=[CH:24][CH:25]=[C:20]([NH:19][C:16]3[CH:17]=[CH:18][N:13]=[CH:14][CH:15]=3)[CH:21]=2)=[CH:11][CH:12]=1)([O-:3])=[O:2]. The yield is 0.790.